This data is from Catalyst prediction with 721,799 reactions and 888 catalyst types from USPTO. The task is: Predict which catalyst facilitates the given reaction. (1) Reactant: C[O:2][C:3]1[CH:4]=[C:5]2[C:10](=[CH:11][C:12]=1OC)C(C)=NC(O)=C2.CCN([CH2:22][CH3:23])CC.[O:24](S(C(F)(F)F)(=O)=O)S(C(F)(F)F)(=O)=O. Product: [CH3:12][CH2:3][O:2][C:22]([CH3:23])=[O:24].[CH3:5][CH2:4][CH2:3][CH2:12][CH2:11][CH3:10]. The catalyst class is: 2. (2) Reactant: [CH2:1]([O:8][C:9]1[CH:14]=[CH:13][CH:12]=[CH:11][C:10]=1[C:15]([C:18]1[CH:23]=[CH:22][CH:21]=[C:20]([C:24]2[CH:29]=[CH:28][CH:27]=[CH:26][CH:25]=2)[N:19]=1)(O)[CH3:16])[C:2]1[CH:7]=[CH:6][CH:5]=[CH:4][CH:3]=1.Br.C(O)(=O)C.O. Product: [CH2:1]([O:8][C:9]1[CH:14]=[CH:13][CH:12]=[CH:11][C:10]=1[C:15]([C:18]1[CH:23]=[CH:22][CH:21]=[C:20]([C:24]2[CH:29]=[CH:28][CH:27]=[CH:26][CH:25]=2)[N:19]=1)=[CH2:16])[C:2]1[CH:3]=[CH:4][CH:5]=[CH:6][CH:7]=1. The catalyst class is: 4. (3) Reactant: [CH:1]1([N:6]2[C:11]3[N:12]=[C:13](S(C)=O)[N:14]=[CH:15][C:10]=3[CH:9]=[C:8]([F:19])[C:7]2=[O:20])[CH2:5][CH2:4][CH2:3][CH2:2]1.[C:21]([O:25][C:26]([N:28]1[CH2:33][CH2:32][N:31]([C:34]2[CH:35]=[N:36][C:37]([NH2:40])=[CH:38][CH:39]=2)[CH2:30][CH2:29]1)=[O:27])([CH3:24])([CH3:23])[CH3:22]. Product: [C:21]([O:25][C:26]([N:28]1[CH2:33][CH2:32][N:31]([C:34]2[CH:35]=[N:36][C:37]([NH:40][C:13]3[N:14]=[CH:15][C:10]4[CH:9]=[C:8]([F:19])[C:7](=[O:20])[N:6]([CH:1]5[CH2:5][CH2:4][CH2:3][CH2:2]5)[C:11]=4[N:12]=3)=[CH:38][CH:39]=2)[CH2:30][CH2:29]1)=[O:27])([CH3:24])([CH3:22])[CH3:23]. The catalyst class is: 11. (4) Reactant: [NH2:1][C:2]1[CH:7]=[CH:6][C:5]([C:8](=[O:10])[CH3:9])=[CH:4][C:3]=1Br.C1(P(C2CCCCC2)C2C=CC=CC=2C2C(OC)=CC=CC=2OC)CCCCC1.[O-]P([O-])([O-])=O.[K+].[K+].[K+].[CH3:49][C:50]1([CH3:65])[CH2:55][CH2:54][C:53](B2OC(C)(C)C(C)(C)O2)=[CH:52][CH2:51]1. Product: [NH2:1][C:2]1[CH:7]=[CH:6][C:5]([C:8](=[O:10])[CH3:9])=[CH:4][C:3]=1[C:53]1[CH2:54][CH2:55][C:50]([CH3:65])([CH3:49])[CH2:51][CH:52]=1. The catalyst class is: 101. (5) Reactant: Br.Br.Br.[CH2:4]([C:6]1[C:7]([C:14]2[CH:22]=[C:21]3[C:17]([C:18]([C:23]4[NH:24][C:25]5[CH2:30][CH2:29][NH:28][CH2:27][C:26]=5[N:31]=4)=[N:19][NH:20]3)=[CH:16][CH:15]=2)=[CH:8][C:9]([F:13])=[C:10]([OH:12])[CH:11]=1)[CH3:5].[F:32][C:33]1[CH:38]=[CH:37][C:36]([S:39](Cl)(=[O:41])=[O:40])=[CH:35][CH:34]=1.CCN(C(C)C)C(C)C.C(=O)([O-])O.[Na+]. Product: [CH2:4]([C:6]1[C:7]([C:14]2[CH:22]=[C:21]3[C:17]([C:18]([C:23]4[NH:24][C:25]5[CH2:30][CH2:29][N:28]([S:39]([C:36]6[CH:37]=[CH:38][C:33]([F:32])=[CH:34][CH:35]=6)(=[O:41])=[O:40])[CH2:27][C:26]=5[N:31]=4)=[N:19][NH:20]3)=[CH:16][CH:15]=2)=[CH:8][C:9]([F:13])=[C:10]([OH:12])[CH:11]=1)[CH3:5]. The catalyst class is: 3. (6) Reactant: C([O:3][C:4](=[O:38])[CH2:5][CH2:6][C:7]1[CH:12]=[CH:11][C:10]([CH2:13][N:14]2[CH:19]=[CH:18][CH:17]=[C:16]([C:20]3[CH:25]=[CH:24][C:23]([NH:26][C:27]([NH:29][C:30]4[CH:35]=[CH:34][CH:33]=[CH:32][C:31]=4[CH3:36])=[O:28])=[CH:22][CH:21]=3)[C:15]2=[O:37])=[CH:9][CH:8]=1)C.[OH-].[Li+].Cl. Product: [O:37]=[C:15]1[C:16]([C:20]2[CH:25]=[CH:24][C:23]([NH:26][C:27]([NH:29][C:30]3[CH:35]=[CH:34][CH:33]=[CH:32][C:31]=3[CH3:36])=[O:28])=[CH:22][CH:21]=2)=[CH:17][CH:18]=[CH:19][N:14]1[CH2:13][C:10]1[CH:11]=[CH:12][C:7]([CH2:6][CH2:5][C:4]([OH:38])=[O:3])=[CH:8][CH:9]=1. The catalyst class is: 30.